This data is from Forward reaction prediction with 1.9M reactions from USPTO patents (1976-2016). The task is: Predict the product of the given reaction. (1) Given the reactants [CH:1]([NH:4][C:5]1[S:6][C:7]2[C:8]([N:15]=1)=[N:9][CH:10]=[C:11]([CH2:13][OH:14])[CH:12]=2)([CH3:3])[CH3:2], predict the reaction product. The product is: [CH:1]([NH:4][C:5]1[S:6][C:7]2[C:8]([N:15]=1)=[N:9][CH:10]=[C:11]([CH:13]=[O:14])[CH:12]=2)([CH3:3])[CH3:2]. (2) Given the reactants [CH3:1][O:2][C:3](=[O:21])[C@H:4]([CH2:13][C:14]1[CH:19]=[CH:18][C:17]([NH2:20])=[CH:16][CH:15]=1)[NH:5][C:6]([O:8][C:9]([CH3:12])([CH3:11])[CH3:10])=[O:7].C(N(C(C)C)CC)(C)C.[Cl:31][C:32]1[CH:40]=[CH:39][CH:38]=[C:37]([Cl:41])[C:33]=1[C:34](Cl)=[O:35], predict the reaction product. The product is: [CH3:1][O:2][C:3](=[O:21])[C@H:4]([CH2:13][C:14]1[CH:19]=[CH:18][C:17]([NH:20][C:34]([C:33]2[C:32]([Cl:31])=[CH:40][CH:39]=[CH:38][C:37]=2[Cl:41])=[O:35])=[CH:16][CH:15]=1)[NH:5][C:6]([O:8][C:9]([CH3:12])([CH3:10])[CH3:11])=[O:7]. (3) Given the reactants CCC([O:5][C@@H:6]1[C@@H:10]([CH2:11][O:12]C(=O)C)[O:9][C@@H:8]([N:16]2[CH:30]=[C:20]3[NH:21][C:22](=[O:29])[C:23]4[C:24](=[O:28])[NH:25][N:26]=[CH:27][C:18]([C:19]=43)=[N:17]2)[C@@H:7]1[O:31]C(=O)C)=O.N.[CH3:36]O, predict the reaction product. The product is: [CH3:36][C@@:7]1([OH:31])[C@H:6]([OH:5])[C@@H:10]([CH2:11][OH:12])[O:9][C@H:8]1[N:16]1[CH:30]=[C:20]2[NH:21][C:22](=[O:29])[C:23]3[C:24](=[O:28])[NH:25][N:26]=[CH:27][C:18]([C:19]=32)=[N:17]1. (4) Given the reactants CC([O-])(C)C.[K+].[CH3:7][N:8]1[CH2:13][CH2:12][CH:11]([N:14]([C:21]2[CH:22]=[CH:23][CH:24]=[CH:25][CH:26]=2)[CH2:15][C:16]2[S:20][CH:19]=[CH:18][CH:17]=2)[CH2:10][CH2:9]1.[SiH:27]([CH2:32][CH3:33])([CH2:30][CH3:31])[CH2:28][CH3:29], predict the reaction product. The product is: [CH3:7][N:8]1[CH2:13][CH2:12][CH:11]([N:14]([C:21]2[CH:26]=[CH:25][CH:24]=[CH:23][CH:22]=2)[CH2:15][C:16]2[S:20][C:19]([Si:27]([CH2:32][CH3:33])([CH2:30][CH3:31])[CH2:28][CH3:29])=[CH:18][CH:17]=2)[CH2:10][CH2:9]1.